The task is: Predict the product of the given reaction.. This data is from Forward reaction prediction with 1.9M reactions from USPTO patents (1976-2016). (1) Given the reactants [CH3:1][Li].[OH:3][CH:4]1[CH:9]2[C:10]([CH3:16])([CH3:15])[CH:11]3[CH2:14][C:8]2([CH2:13][CH2:12]3)[C:7]([CH3:18])([CH3:17])[CH2:6][C:5]1=[O:19].[Cl-].[NH4+], predict the reaction product. The product is: [CH3:17][C:7]1([CH3:18])[CH2:6][C:5]([CH3:1])([OH:19])[CH:4]([OH:3])[CH:9]2[C:10]([CH3:15])([CH3:16])[CH:11]3[CH2:14][C:8]12[CH2:13][CH2:12]3. (2) Given the reactants [Cl:1][C:2]1[CH:7]=[CH:6][C:5]([CH3:8])=[CH:4][C:3]=1[NH:9][C:10]1[N:15]2[N:16]=[CH:17][C:18]([C:19]([O:21][CH2:22][CH3:23])=[O:20])=[C:14]2[N:13]=[CH:12][C:11]=1[C:24]([OH:26])=O.Cl.[F:28][C:29]1[CH:34]=[CH:33][C:32]2[C:35]3([CH2:41][O:42][C:31]=2[CH:30]=1)[CH2:40][CH2:39][NH:38][CH2:37][CH2:36]3, predict the reaction product. The product is: [Cl:1][C:2]1[CH:7]=[CH:6][C:5]([CH3:8])=[CH:4][C:3]=1[NH:9][C:10]1[N:15]2[N:16]=[CH:17][C:18]([C:19]([O:21][CH2:22][CH3:23])=[O:20])=[C:14]2[N:13]=[CH:12][C:11]=1[C:24]([N:38]1[CH2:39][CH2:40][C:35]2([C:32]3[CH:33]=[CH:34][C:29]([F:28])=[CH:30][C:31]=3[O:42][CH2:41]2)[CH2:36][CH2:37]1)=[O:26]. (3) The product is: [C:10]([C:9]1[C:8]([O:12][CH:13]([CH3:15])[CH3:14])=[C:7]([O:16][CH:17]([CH3:19])[CH3:18])[CH:6]=[C:3]([C:4]#[N:5])[C:2]=1[O:20][C:21]1[CH:29]=[CH:28][C:24]([C:25]([OH:27])=[O:26])=[CH:23][CH:22]=1)#[N:11]. Given the reactants Br[C:2]1[C:9]([C:10]#[N:11])=[C:8]([O:12][CH:13]([CH3:15])[CH3:14])[C:7]([O:16][CH:17]([CH3:19])[CH3:18])=[CH:6][C:3]=1[C:4]#[N:5].[OH:20][C:21]1[CH:29]=[CH:28][C:24]([C:25]([OH:27])=[O:26])=[CH:23][CH:22]=1.C(=O)([O-])[O-].[Cs+].[Cs+].Cl, predict the reaction product. (4) The product is: [OH:2][CH:1]([C:3]1[N:8]=[CH:7][C:6]([C:9]2[CH:19]=[CH:18][C:12]([C:13]([O:15][CH2:16][CH3:17])=[O:14])=[CH:11][CH:10]=2)=[CH:5][CH:4]=1)[CH2:20][CH3:21]. Given the reactants [CH:1]([C:3]1[N:8]=[CH:7][C:6]([C:9]2[CH:19]=[CH:18][C:12]([C:13]([O:15][CH2:16][CH3:17])=[O:14])=[CH:11][CH:10]=2)=[CH:5][CH:4]=1)=[O:2].[CH2:20]([Mg]Br)[CH3:21].C(OCC)C, predict the reaction product. (5) Given the reactants [CH3:1][O:2][C:3]1[CH:28]=[CH:27][C:6]([CH2:7][N:8]2[C:12]3[N:13]=[CH:14][C:15]4[CH2:24][CH2:23][C:22]5[N:21]=[C:20](SC)[N:19]=[CH:18][C:17]=5[C:16]=4[C:11]=3[CH:10]=[N:9]2)=[CH:5][CH:4]=1.[OH:29][S:30]([O-:33])(=O)=O.OS(O[O-])(=O)=O.OS(O[O-])(=O)=O.[O-]S([O-])(=O)=O.[K+].[K+].[K+].[K+].[K+].[CH3:56]O.O, predict the reaction product. The product is: [CH3:1][O:2][C:3]1[CH:4]=[CH:5][C:6]([CH2:7][N:8]2[C:12]3[N:13]=[CH:14][C:15]4[CH2:24][CH2:23][C:22]5[N:21]=[C:20]([S:30]([CH3:56])(=[O:33])=[O:29])[N:19]=[CH:18][C:17]=5[C:16]=4[C:11]=3[CH:10]=[N:9]2)=[CH:27][CH:28]=1. (6) Given the reactants [F:1][C:2]1[CH:8]=[CH:7][CH:6]=[CH:5][C:3]=1[NH2:4].C(N(CC)CC)C.[O:16]=[C:17]1[C:25]2([C:29]3=[CH:30][C:31]4[O:32][CH2:33][CH2:34][O:35][C:36]=4[CH:37]=[C:28]3[O:27][CH2:26]2)[C:24]2[C:19](=[CH:20][CH:21]=[CH:22][CH:23]=2)[N:18]1[CH2:38][C:39]1[CH:47]=[CH:46][C:42]([C:43](Cl)=[O:44])=[CH:41][CH:40]=1, predict the reaction product. The product is: [F:1][C:2]1[CH:8]=[CH:7][CH:6]=[CH:5][C:3]=1[NH:4][C:43](=[O:44])[C:42]1[CH:41]=[CH:40][C:39]([CH2:38][N:18]2[C:19]3[C:24](=[CH:23][CH:22]=[CH:21][CH:20]=3)[C:25]3([C:29]4[C:28](=[CH:37][C:36]5[O:35][CH2:34][CH2:33][O:32][C:31]=5[CH:30]=4)[O:27][CH2:26]3)[C:17]2=[O:16])=[CH:47][CH:46]=1. (7) Given the reactants [CH:1]1([N:6]([CH:38]([CH3:40])[CH3:39])[CH2:7][CH2:8][NH:9][C:10]([NH:12][CH2:13][C:14]2[N:22]=[C:21]3[C:17]([N:18]=[CH:19][NH:20]3)=[C:16]([NH:23][CH2:24][CH:25]([C:32]3[CH:37]=[CH:36][CH:35]=[CH:34][CH:33]=3)[C:26]3[CH:31]=[CH:30][CH:29]=[CH:28][CH:27]=3)[N:15]=2)=[O:11])[CH2:5][CH2:4][CH2:3][CH2:2]1.[C:41]([O:44][C@H:45]1[C@@H:49]([O:50][C:51](=[O:53])[CH3:52])[CH:48](OC(=O)C)[O:47][C@@H:46]1[C:58]1[N:59]=[N:60][N:61]([CH2:63][CH3:64])[N:62]=1)(=[O:43])[CH3:42], predict the reaction product. The product is: [C:51]([O:50][C@@H:49]1[C@H:45]([O:44][C:41](=[O:43])[CH3:42])[C@@H:46]([C:58]2[N:59]=[N:60][N:61]([CH2:63][CH3:64])[N:62]=2)[O:47][C@H:48]1[N:20]1[CH:19]=[N:18][C:17]2[C:21]1=[N:22][C:14]([CH2:13][NH:12][C:10]([NH:9][CH2:8][CH2:7][N:6]([CH:1]1[CH2:5][CH2:4][CH2:3][CH2:2]1)[CH:38]([CH3:40])[CH3:39])=[O:11])=[N:15][C:16]=2[NH:23][CH2:24][CH:25]([C:32]1[CH:33]=[CH:34][CH:35]=[CH:36][CH:37]=1)[C:26]1[CH:27]=[CH:28][CH:29]=[CH:30][CH:31]=1)(=[O:53])[CH3:52].